From a dataset of Full USPTO retrosynthesis dataset with 1.9M reactions from patents (1976-2016). Predict the reactants needed to synthesize the given product. (1) Given the product [Br:16][C:17]1[CH:22]=[CH:21][C:20]([O:5][CH2:6][C:7]2([C:11]([O:13][CH2:14][CH3:15])=[O:12])[CH2:10][CH2:9][CH2:8]2)=[CH:19][CH:18]=1, predict the reactants needed to synthesize it. The reactants are: CS([O:5][CH2:6][C:7]1([C:11]([O:13][CH2:14][CH3:15])=[O:12])[CH2:10][CH2:9][CH2:8]1)(=O)=O.[Br:16][C:17]1[CH:22]=[CH:21][C:20](O)=[CH:19][CH:18]=1.C(=O)([O-])[O-].[Cs+].[Cs+]. (2) The reactants are: [F:1][C:2]1[CH:3]=[C:4]([CH:8]=[CH:9][CH:10]=1)[C:5]([OH:7])=O.Cl.[NH2:12][CH2:13][C:14]1[CH:21]=[CH:20][C:17]([C:18]#[N:19])=[CH:16][C:15]=1[OH:22]. Given the product [C:18]([C:17]1[CH:20]=[CH:21][C:14]([CH2:13][NH:12][C:5](=[O:7])[C:4]2[CH:8]=[CH:9][CH:10]=[C:2]([F:1])[CH:3]=2)=[C:15]([OH:22])[CH:16]=1)#[N:19], predict the reactants needed to synthesize it.